The task is: Regression/Classification. Given a drug SMILES string, predict its absorption, distribution, metabolism, or excretion properties. Task type varies by dataset: regression for continuous measurements (e.g., permeability, clearance, half-life) or binary classification for categorical outcomes (e.g., BBB penetration, CYP inhibition). Dataset: cyp1a2_veith.. This data is from CYP1A2 inhibition data for predicting drug metabolism from PubChem BioAssay. (1) The compound is CN(C)CCOC(=O)[C@@H](c1ccccc1)C1(O)CCCC1. The result is 0 (non-inhibitor). (2) The drug is CC(=O)c1cn(CC(=O)Nc2c(C)cccc2C)c2ccccc12. The result is 0 (non-inhibitor). (3) The compound is O=C(c1csnn1)N1CCC2(CCCN(c3ccncc3)C2)CC1. The result is 0 (non-inhibitor).